From a dataset of Forward reaction prediction with 1.9M reactions from USPTO patents (1976-2016). Predict the product of the given reaction. (1) Given the reactants [C:1]1([C:13]2[CH:18]=[CH:17][CH:16]=[CH:15][CH:14]=2)[CH:6]=[CH:5][CH:4]=[C:3]([N:7]2[CH2:12][CH2:11][NH:10][CH2:9][CH2:8]2)[CH:2]=1.[F:19][C:20]([F:36])([F:35])[C:21]1[O:25][N:24]=[C:23]([C:26]2[CH:27]=[C:28]([CH:32]=[CH:33][CH:34]=2)[C:29](O)=[O:30])[N:22]=1, predict the reaction product. The product is: [C:1]1([C:13]2[CH:14]=[CH:15][CH:16]=[CH:17][CH:18]=2)[CH:6]=[CH:5][CH:4]=[C:3]([N:7]2[CH2:8][CH2:9][N:10]([C:29]([C:28]3[CH:32]=[CH:33][CH:34]=[C:26]([C:23]4[N:22]=[C:21]([C:20]([F:35])([F:19])[F:36])[O:25][N:24]=4)[CH:27]=3)=[O:30])[CH2:11][CH2:12]2)[CH:2]=1. (2) Given the reactants [C:1]([CH:4]1[C:9](=[O:10])[N:8]([CH2:11][CH3:12])[C:7](=[O:13])[NH:6][C:5]1=[O:14])(=[O:3])[CH3:2].[Li+].C[Si]([N-][Si](C)(C)C)(C)C.[F:25][C:26]1[CH:27]=[C:28]([CH:37]=[CH:38][C:39]=1[F:40])/[CH:29]=[N:30]/[S@:31]([C:33]([CH3:36])([CH3:35])[CH3:34])=[O:32], predict the reaction product. The product is: [F:25][C:26]1[CH:27]=[C:28]([C@H:29]([NH:30][S@:31]([C:33]([CH3:36])([CH3:35])[CH3:34])=[O:32])[CH2:2][C:1]([CH:4]2[C:9](=[O:10])[N:8]([CH2:11][CH3:12])[C:7](=[O:13])[NH:6][C:5]2=[O:14])=[O:3])[CH:37]=[CH:38][C:39]=1[F:40]. (3) Given the reactants C([N:8]1[CH2:13][C@@H:12]([O:14][CH3:15])[CH2:11][C@H:10]([C:16]([O:18][CH3:19])=[O:17])[C@H:9]1[C:20]([O:22]CC1C=CC=CC=1)=[O:21])C1C=CC=CC=1.[H][H], predict the reaction product. The product is: [CH3:15][O:14][C@@H:12]1[CH2:13][NH:8][C@H:9]([C:20]([OH:22])=[O:21])[C@@H:10]([C:16]([O:18][CH3:19])=[O:17])[CH2:11]1.